From a dataset of Reaction yield outcomes from USPTO patents with 853,638 reactions. Predict the reaction yield, written as a fraction of the theoretical maximum amount of product (1.0 means a 100% yield; for example, 0.34 means a 34% yield). (1) The catalyst is O.CN(C)C=O. The product is [CH2:29]([O:28][C:26](=[O:27])[NH:36][C@H:37]1[CH2:42][CH2:41][C@H:40]([C:43]([NH:5][NH2:6])=[O:45])[CH2:39][CH2:38]1)[C:30]1[CH:35]=[CH:34][CH:33]=[CH:32][CH:31]=1. The reactants are O.NN.O[N:5]1C2C=CC=CC=2N=[N:6]1.Cl.C(N=C=NCCCN(C)C)C.[C:26]([NH:36][C@H:37]1[CH2:42][CH2:41][C@H:40]([C:43]([OH:45])=O)[CH2:39][CH2:38]1)([O:28][CH2:29][C:30]1[CH:35]=[CH:34][CH:33]=[CH:32][CH:31]=1)=[O:27]. The yield is 0.860. (2) The catalyst is CC#N. The product is [CH2:30]([O:29][C:27]([CH2:26][O:1][C:2]1[CH:11]=[CH:10][CH:9]=[C:8]2[C:3]=1[CH2:4][CH2:5][N:6]([C:12]([O:14][C:15]([CH3:18])([CH3:17])[CH3:16])=[O:13])[CH2:7]2)=[O:28])[CH3:31]. The yield is 0.900. The reactants are [OH:1][C:2]1[CH:11]=[CH:10][CH:9]=[C:8]2[C:3]=1[CH2:4][CH2:5][N:6]([C:12]([O:14][C:15]([CH3:18])([CH3:17])[CH3:16])=[O:13])[CH2:7]2.C([O-])([O-])=O.[K+].[K+].Br[CH2:26][C:27]([O:29][CH2:30][CH3:31])=[O:28]. (3) The reactants are [F:1][C:2]1[CH:23]=[C:22]([N+:24]([O-:26])=[O:25])[CH:21]=[CH:20][C:3]=1[O:4][C:5]1[CH:10]=[CH:9]N=[C:7]2[CH:11]=[C:12]([C:14]3[CH2:15][CH2:16][NH:17][CH2:18][CH:19]=3)[S:13][C:6]=12.[CH3:27]CN(C(C)C)C(C)C.[C:36](Cl)(=[O:38])[CH3:37]. The catalyst is C(Cl)Cl. The product is [F:1][C:2]1[CH:23]=[C:22]([N+:24]([O-:26])=[O:25])[CH:21]=[CH:20][C:3]=1[O:4][C:5]1[C:6]2[S:13][C:12]([C:14]3[CH2:15][CH2:16][N:17]([C:36](=[O:38])[CH3:37])[CH2:18][CH:19]=3)=[CH:11][C:7]=2[CH:27]=[CH:9][CH:10]=1. The yield is 0.800. (4) The reactants are [C:1]([O:5][C:6](=[O:26])[NH:7][C@H:8]([CH2:13][NH:14][C:15]1[CH:24]=[CH:23][C:22]2[C:17](=[CH:18][CH:19]=[C:20](Br)[CH:21]=2)[CH:16]=1)[C@@H:9]([CH3:12])[CH2:10][CH3:11])([CH3:4])([CH3:3])[CH3:2].[CH:27]1(B2OC(C)(C)C(C)(C)O2)[CH2:29][CH2:28]1.[O-]P([O-])([O-])=O.[K+].[K+].[K+].COCCOC. The catalyst is C1C=CC(P(C2C=CC=CC=2)[C-]2C=CC=C2)=CC=1.C1C=CC(P(C2C=CC=CC=2)[C-]2C=CC=C2)=CC=1.Cl[Pd]Cl.[Fe+2].O. The product is [C:1]([O:5][C:6](=[O:26])[NH:7][C@H:8]([CH2:13][NH:14][C:15]1[CH:24]=[CH:23][C:22]2[C:17](=[CH:18][CH:19]=[C:20]([CH:27]3[CH2:29][CH2:28]3)[CH:21]=2)[CH:16]=1)[C@@H:9]([CH3:12])[CH2:10][CH3:11])([CH3:4])([CH3:3])[CH3:2]. The yield is 0.600. (5) The reactants are [I:1][C:2]1[C:3]([CH3:8])=[N:4][NH:5][C:6]=1[CH3:7].[CH3:9][C:10]1[CH:15]=[CH:14][C:13]([S:16](Cl)(=[O:18])=[O:17])=[CH:12][CH:11]=1.N1C=CC=CC=1. The product is [I:1][C:2]1[C:3]([CH3:8])=[N:4][N:5]([S:16]([C:13]2[CH:14]=[CH:15][C:10]([CH3:9])=[CH:11][CH:12]=2)(=[O:18])=[O:17])[C:6]=1[CH3:7]. The yield is 0.740. The catalyst is C(Cl)Cl. (6) The reactants are [Br:1][C:2]1[CH:3]=[C:4]([S:8]([NH:11][C@H:12]([C:22](OC)=[O:23])[CH:13]([C:18]([F:21])([F:20])[F:19])[C:14]([F:17])([F:16])[F:15])(=[O:10])=[O:9])[S:5][C:6]=1[Cl:7].[BH4-].[Li+]. The catalyst is C1COCC1. The product is [Br:1][C:2]1[CH:3]=[C:4]([S:8]([NH:11][CH:12]([CH2:22][OH:23])[CH:13]([C:18]([F:21])([F:20])[F:19])[C:14]([F:17])([F:16])[F:15])(=[O:9])=[O:10])[S:5][C:6]=1[Cl:7]. The yield is 0.843. (7) The reactants are [C:1]([O:5][C:6]([N:8]1[CH2:13][CH2:12][CH:11]([O:14][C:15]2[C:20]([C:21]([O:23]C)=[O:22])=[CH:19][C:18]([N+:25]([O-:27])=[O:26])=[CH:17][C:16]=2[Cl:28])[CH2:10][CH2:9]1)=[O:7])([CH3:4])([CH3:3])[CH3:2].CCCCCC. The catalyst is Cl. The product is [C:1]([O:5][C:6]([N:8]1[CH2:9][CH2:10][CH:11]([O:14][C:15]2[C:20]([C:21]([OH:23])=[O:22])=[CH:19][C:18]([N+:25]([O-:27])=[O:26])=[CH:17][C:16]=2[Cl:28])[CH2:12][CH2:13]1)=[O:7])([CH3:4])([CH3:2])[CH3:3]. The yield is 0.790. (8) The product is [CH3:25][O:24][C:20]([C:21]1[S:22][C:2]2[CH:18]=[C:17]([F:19])[CH:16]=[CH:15][C:3]=2[C:4]=1[CH:6]1[CH2:11][CH2:10][N:9]([C:12](=[O:14])[CH3:13])[CH2:8][CH2:7]1)=[O:23]. The yield is 0.650. The reactants are F[C:2]1[CH:18]=[C:17]([F:19])[CH:16]=[CH:15][C:3]=1[C:4]([CH:6]1[CH2:11][CH2:10][N:9]([C:12](=[O:14])[CH3:13])[CH2:8][CH2:7]1)=O.[C:20]([O:24][CH3:25])(=[O:23])[CH2:21][SH:22].[H-].[Na+]. The catalyst is C1COCC1. (9) The reactants are [CH2:1]([N:3]([CH2:16][CH3:17])[C:4](=[O:15])[C:5]1[CH:10]=[CH:9][C:8](F)=[C:7]([N+:12]([O-:14])=[O:13])[CH:6]=1)[CH3:2].Cl.[CH3:19][NH2:20]. The catalyst is CCO. The product is [CH2:1]([N:3]([CH2:16][CH3:17])[C:4](=[O:15])[C:5]1[CH:10]=[CH:9][C:8]([NH:20][CH3:19])=[C:7]([N+:12]([O-:14])=[O:13])[CH:6]=1)[CH3:2]. The yield is 1.00. (10) The reactants are [Br:1][C:2]1[CH:3]=[C:4]2[C:8](=[CH:9][CH:10]=1)[NH:7][N:6]=[CH:5]2.[CH2:11](Br)[CH:12]=[CH2:13].C(=O)([O-])[O-].[K+].[K+]. The catalyst is CN(C=O)C. The product is [CH2:13]([N:7]1[C:8]2[C:4](=[CH:3][C:2]([Br:1])=[CH:10][CH:9]=2)[CH:5]=[N:6]1)[CH:12]=[CH2:11]. The yield is 0.360.